From a dataset of Peptide-MHC class II binding affinity with 134,281 pairs from IEDB. Regression. Given a peptide amino acid sequence and an MHC pseudo amino acid sequence, predict their binding affinity value. This is MHC class II binding data. (1) The peptide sequence is VAVSEGKPTEKHIQI. The MHC is DRB1_0405 with pseudo-sequence DRB1_0405. The binding affinity (normalized) is 0.0579. (2) The peptide sequence is GRKRPIVRILRRVHH. The MHC is HLA-DPA10201-DPB10501 with pseudo-sequence HLA-DPA10201-DPB10501. The binding affinity (normalized) is 0.383. (3) The peptide sequence is GLRRLTTLLRALGAQ. The MHC is DRB1_1302 with pseudo-sequence DRB1_1302. The binding affinity (normalized) is 0.208. (4) The peptide sequence is EKALWIIFSQNMNIK. The MHC is DRB1_0405 with pseudo-sequence DRB1_0405. The binding affinity (normalized) is 0.440. (5) The peptide sequence is YRQIRSGERFLKIWS. The MHC is HLA-DQA10102-DQB10602 with pseudo-sequence HLA-DQA10102-DQB10602. The binding affinity (normalized) is 0.351. (6) The peptide sequence is SQDLENSWNLNGLQAY. The MHC is HLA-DQA10301-DQB10302 with pseudo-sequence HLA-DQA10301-DQB10302. The binding affinity (normalized) is 0.404. (7) The peptide sequence is GLGWYKIEIDQDHQE. The MHC is DRB1_0901 with pseudo-sequence DRB1_0901. The binding affinity (normalized) is 0.219.